This data is from Catalyst prediction with 721,799 reactions and 888 catalyst types from USPTO. The task is: Predict which catalyst facilitates the given reaction. (1) Reactant: Cl.O1CCOCC1.C(OC([N:15]1[C@H:19]([C:20]2[NH:21][CH:22]=[C:23]([C:25]3[CH:26]=[C:27]4[C:32](=[CH:33][CH:34]=3)[CH:31]=[C:30]([C:35]3[CH:40]=[CH:39][C:38]([C:41]5[N:42]=[C:43]([C@H:46]6[N:50](C(OC(C)(C)C)=O)[C@H:49]7[CH2:58][CH2:59][CH2:60][C@H:48]7[CH2:47]6)[NH:44][CH:45]=5)=[CH:37][CH:36]=3)[CH:29]=[CH:28]4)[N:24]=2)[CH2:18][C@@H:17]2[CH2:61][CH2:62][CH2:63][C@H:16]12)=O)(C)(C)C.C(Cl)Cl. Product: [NH:15]1[C@H:19]([C:20]2[NH:21][CH:22]=[C:23]([C:25]3[CH:26]=[C:27]4[C:32](=[CH:33][CH:34]=3)[CH:31]=[C:30]([C:35]3[CH:40]=[CH:39][C:38]([C:41]5[N:42]=[C:43]([C@H:46]6[NH:50][C@H:49]7[CH2:58][CH2:59][CH2:60][C@H:48]7[CH2:47]6)[NH:44][CH:45]=5)=[CH:37][CH:36]=3)[CH:29]=[CH:28]4)[N:24]=2)[CH2:18][C@@H:17]2[CH2:61][CH2:62][CH2:63][C@H:16]12. The catalyst class is: 11. (2) Reactant: [F:1][C:2]1[CH:7]=[CH:6][CH:5]=[C:4]([F:8])[C:3]=1[N:9]1[C:14]2[N:15]=[C:16](S(C)(=O)=O)[N:17]=[C:18]([C:19]3[CH:20]=[C:21]([CH:32]=[CH:33][C:34]=3[CH3:35])[C:22]([NH:24][CH2:25][C:26]3[CH:31]=[CH:30][CH:29]=[CH:28][CH:27]=3)=[O:23])[C:13]=2[CH2:12][NH:11][C:10]1=[O:40].[NH2:41][CH:42]1[CH2:47][CH2:46][NH:45][CH2:44][CH2:43]1. Product: [NH4+:9].[OH-:23].[NH2:41][CH:42]1[CH2:47][CH2:46][N:45]([C:16]2[N:17]=[C:18]([C:19]3[CH:20]=[C:21]([CH:32]=[CH:33][C:34]=3[CH3:35])[C:22]([NH:24][CH2:25][C:26]3[CH:31]=[CH:30][CH:29]=[CH:28][CH:27]=3)=[O:23])[C:13]3[CH2:12][NH:11][C:10](=[O:40])[N:9]([C:3]4[C:2]([F:1])=[CH:7][CH:6]=[CH:5][C:4]=4[F:8])[C:14]=3[N:15]=2)[CH2:44][CH2:43]1. The catalyst class is: 1. (3) Reactant: [CH:1]1([C@H:7]([NH:12][C:13]([C:15]2[CH:20]=[CH:19][C:18]([C:21]3[CH:26]=[CH:25][C:24]([O:27][CH3:28])=[C:23]([F:29])[CH:22]=3)=[CH:17][C:16]=2[N+:30]([O-])=O)=[O:14])[C:8]([O:10][CH3:11])=[O:9])[CH2:6][CH2:5][CH2:4][CH2:3][CH2:2]1. Product: [NH2:30][C:16]1[CH:17]=[C:18]([C:21]2[CH:26]=[CH:25][C:24]([O:27][CH3:28])=[C:23]([F:29])[CH:22]=2)[CH:19]=[CH:20][C:15]=1[C:13]([NH:12][C@@H:7]([CH:1]1[CH2:2][CH2:3][CH2:4][CH2:5][CH2:6]1)[C:8]([O:10][CH3:11])=[O:9])=[O:14]. The catalyst class is: 63. (4) Reactant: [CH3:1][O:2][C:3]([C:5]1[CH:34]=[C:8]2[NH:9][C:10]([C:20]3[CH:25]=[CH:24][C:23]([O:26][CH2:27][C:28]4[CH:33]=[CH:32][CH:31]=[CH:30][CH:29]=4)=[CH:22][CH:21]=3)=[C:11]([CH:14]3[CH2:19][CH2:18][CH2:17][CH2:16][CH2:15]3)[C:12](=[O:13])[N:7]2[N:6]=1)=[O:4].CO.[C:37]1(P(C2C=CC=CC=2)C2C=CC=CC=2)C=CC=CC=1.N(C(OC(C)C)=O)=NC(OC(C)C)=O. Product: [CH3:1][O:2][C:3]([C:5]1[CH:34]=[C:8]2[N:9]=[C:10]([C:20]3[CH:21]=[CH:22][C:23]([O:26][CH2:27][C:28]4[CH:29]=[CH:30][CH:31]=[CH:32][CH:33]=4)=[CH:24][CH:25]=3)[C:11]([CH:14]3[CH2:19][CH2:18][CH2:17][CH2:16][CH2:15]3)=[C:12]([O:13][CH3:37])[N:7]2[N:6]=1)=[O:4]. The catalyst class is: 7. (5) Reactant: CC([Si](C1C=CC=CC=1)(C1C=CC=CC=1)[O:6][CH2:7][C@@H:8]1[CH2:14][C@@H:13]2[C@@H:11]([CH2:12]2)[CH2:10][N:9]1[C:15]([C:17]1[CH:22]=[C:21]([CH3:23])[CH:20]=[CH:19][C:18]=1[C:24]1[N:29]=[CH:28][CH:27]=[CH:26][N:25]=1)=[O:16])(C)C.CCCC[N+](CCCC)(CCCC)CCCC.[F-].C([O-])(O)=O.[Na+]. Product: [CH3:23][C:21]1[CH:20]=[CH:19][C:18]([C:24]2[N:25]=[CH:26][CH:27]=[CH:28][N:29]=2)=[C:17]([C:15]([N:9]2[C@H:8]([CH2:7][OH:6])[CH2:14][C@@H:13]3[C@@H:11]([CH2:12]3)[CH2:10]2)=[O:16])[CH:22]=1. The catalyst class is: 1. (6) Reactant: [O:1]1[CH2:6][CH2:5][N:4]([C:7]2[CH:12]=[CH:11][C:10]([C:13]3[N:22]=[C:21]([O:23][C:24]4[CH:33]=[CH:32][C:27]([C:28]([O:30]C)=[O:29])=[CH:26][CH:25]=4)[C:20]4[C:15](=[N:16][CH:17]=[CH:18][N:19]=4)[CH:14]=3)=[CH:9][CH:8]=2)[CH2:3][CH2:2]1.O[Li].O. Product: [O:1]1[CH2:6][CH2:5][N:4]([C:7]2[CH:8]=[CH:9][C:10]([C:13]3[N:22]=[C:21]([O:23][C:24]4[CH:33]=[CH:32][C:27]([C:28]([OH:30])=[O:29])=[CH:26][CH:25]=4)[C:20]4[C:15](=[N:16][CH:17]=[CH:18][N:19]=4)[CH:14]=3)=[CH:11][CH:12]=2)[CH2:3][CH2:2]1. The catalyst class is: 20.